This data is from TCR-epitope binding with 47,182 pairs between 192 epitopes and 23,139 TCRs. The task is: Binary Classification. Given a T-cell receptor sequence (or CDR3 region) and an epitope sequence, predict whether binding occurs between them. (1) The epitope is KRWIILGLNK. The TCR CDR3 sequence is CASSGTLEGGYTF. Result: 1 (the TCR binds to the epitope). (2) The TCR CDR3 sequence is CASSQEELGGTETQYF. Result: 0 (the TCR does not bind to the epitope). The epitope is YFPLQSYGF. (3) The epitope is QASQEVKNW. The TCR CDR3 sequence is CASSRVGTTYEQYF. Result: 0 (the TCR does not bind to the epitope). (4) The epitope is KLGGALQAK. The TCR CDR3 sequence is CASSRTSADTQYF. Result: 0 (the TCR does not bind to the epitope). (5) The epitope is ILKEPVHGV. The TCR CDR3 sequence is CSVEGSTGGTYNEQFF. Result: 0 (the TCR does not bind to the epitope). (6) The epitope is GILGFVFTL. The TCR CDR3 sequence is CASSLTGAQETQYF. Result: 1 (the TCR binds to the epitope). (7) The TCR CDR3 sequence is CASSQEGRQNEQFF. The epitope is LPPIVAKEI. Result: 0 (the TCR does not bind to the epitope).